Task: Token-level Classification. Given an antigen amino acid sequence, predict which amino acid positions are active epitope sites capable of antibody binding. Output is a list of indices for active positions.. Dataset: B-cell epitopes from IEDB database with 3,159 antigens for binding position prediction (1) Given the antigen sequence: MATLLKSLALFKRNKDKAPTASGSGGAIRGIKNVIIVPIPGDSSITTRSRLLDRLVRLAGDPDINGSKLTGVMISMLSLFVESPGQLIQRITDDPDVSIRLVEVVQSTRSQSGLTFASRGADLDNEADMYFSTEGPSSGGKKRINWFENREIIDIEVQDPEEFNMLLASILAQVWILLAKAVTAPDTAADSELRRWVKYTQQRRVIGEFRLDKGWLDAVRNRIAEDLSLRRFMVSLILDIKRTPGNKPRIAEMICDIDNYIVEAGLASFILTIKFGIETMYPALGLHEFAGELSTIESLMNLYQQLGEVAPYMVILENSIQNKFSAGAYPLLWSYAMGVGVELENSMGGLNFGRSYFDPAYFRLGQEMVRRSAGKVSSVIAAELGITAEEAKLVSEIASQAGDERTARGTGPRQAQVSFLQHQTGGGESSAPATREGVKAVIPNGSEERDRKQTRPGRPRGETPGQLLLEIMPEDEVSRESGQNPREAQRSAEALFRLQA..., which amino acid positions are active epitope sites? The epitope positions are: [454, 455, 456, 457, 458, 459, 460, 461, 462, 463, 464, 465, 466, 467, 468, 469, 470, 471, 472]. The amino acids at these positions are: RPGRPRGETPGQLLLEIMP. (2) Given the antigen sequence: MSTNPKPQRKTKRNTNRRPQDVKFPGGGQIVGGVYLLPRRGPRLGVRATRKTSERSQPRGRRQPIPKARRPKGRNWAQPGYPWPLYGNEGCGWAGWLPSPRGSRPSWGPNDPRRRSRNLGKVIDTLTCGFVDLMGYIPLVGAPLRGAARALAHGVRVLEDGVNYATGNLPGCSFSIFLLALLSCLTVPASAYQVRNSTGLYHVTNDCPNSSIVYEAVDAILHTPGCVPCVREGNASRCWVAMTPTVATRDGRLPTTQLRRHIDLLVGSATLCSALYVGDLCGSVFLVGQLFTFSPRRHWTTQGCNCSIYPGHITGHRMAWDMMMNWSPTTALVVAQLLRIPQAILDMIAGAHWGVLAGMAYFSMVGNWAKVLAVLLLFAGVDAETHVTGGAAARSTLQLAGLFQPGAKQNVQLINTNGSWHVNRTALNCNDSLNTGWIAGLFYYHGFNSSGCSERLASCRSLTDFDQGWGPISYAGGGGPDHRPYCWHYPPKPCGIVPAK..., which amino acid positions are active epitope sites? The epitope positions are: [569, 570, 571, 572, 573, 574, 575, 576, 577, 578, 579, 580, 581, 582]. The amino acids at these positions are: VIGGVGNNTLHCPT. (3) Given the antigen sequence: MSPPRDRVDAYYKDNFQFKNTRVVLNKEQLLIERPCMLLTVLFVMFLSLVGLLAIAGIRLHRAAVNTAKINNDLTTSIDITKSIEYQVKDVLTPLFKIIGDEVGLRTPQRFTDLTKFISDKIKFLNPDKEYDFRDINWCINPPERIKIDYDQYCAHTAAEDLITMLVNSSLTGTTVPRTSLVNLGRNCTGPTTTKGQFSNISLTLSGIYSGRGYNISSMITITGKGMYGSTYLVGKYNQRARRPSKVWHQDYRVFEVGIIRELGVGTPGFHMTNYLELPRQPELETCMLALGESKLAALCLADSPVALHYGRVGDDNKIRFVKLGVWASPADRDTLATLSAIDPTLDGLYITTHRGIIAAGTAIWAVPVTRTDDQVKMGKCRLEACRDRPPPFCNSTDWEPLEAGRIPAYGVLTIKLGLADEPKVDIISEFGPLITHDSGMDLYTSFDGTKYWLTTPPLQNSALGTVNTLVLEPSLKISPNILTLPIRSGGGDCYIPTYL..., which amino acid positions are active epitope sites? The epitope positions are: [574, 575, 576, 577, 578, 579, 580, 581, 582]. The amino acids at these positions are: RKLWCHHFC. (4) Given the antigen sequence: MKCNISIYFFASFFVLYFAKARNEYDIKENEKFLDVYKEKFNELDKKKYGNVQKTDKKIFTFIENKLDILNNSKFNKRWKSYGTPDNIDKNMSLINKHNNEEMFNNNYQSFLSTSSLIKQNKYVPINAVRVSRILSFLDSRINNGRNTSSNNEVLSNCREKRKGMKWDCKKKNDRSNYVCIPDRRIQLCIVNLSIIKTYTKETMKDHFIEASKKESQLLLKKNDNKYNSKFCNDLKNSFLDYGHLAMGNDMDFGGYSTKAENKIQEVFKGAHGEISEHKIKNFRKKWWNEFREKLWEAMLSEHKNNINNCKNIPQEELQITQWIKEWHGEFLLERDNRSKLPKSKCKNNTLYEACEKECIDPCMKYRDWIIRSKFEWHTLSKEYETQKVPKENAENYLIKISENKNDAKVSLLLNNCDAEYSKYCDCKHTTTLVKSVLNGNDNTIKEKREHIDLDDFSKFGCDKNSVDTNTKVWECKKPYKLSTKDVCVPPRRQELCLGN..., which amino acid positions are active epitope sites? The epitope positions are: [472, 473, 474, 475, 476, 477, 478, 479, 480, 481, 482, 483, 484, 485, 486, 487, 488, 489, 490]. The amino acids at these positions are: VWECKKPYKLSTKDVCVPP. (5) The epitope positions are: [88, 89, 90, 91, 92, 93, 94, 95, 96]. The amino acids at these positions are: NPYTESYSY. Given the antigen sequence: MKFLVLAVLLTVGAAQEGISSRALWQFRSMIKCAIPGSHPLMDFNNYGCYCGLGGSGTPVDELDRCCETHDNCYRDAKNLDSCKFLVDNPYTESYSYSCSNTEITCNSKNNACEAFICNCDRNAAICFSKAPYNKEHKNLDTKKYC, which amino acid positions are active epitope sites? (6) Given the antigen sequence: LEWRNVSGLYVLTNDCPNSSIVYEADDVILHTPGCVPCVQDGNTSTCWTSVTPTVAVRYVGATTASIRSHVDLLVGAATMCSALYVGDMCGAVFLVGQAFTFRPRRHQTVQTCNCSLYPGHLSGHRMAWDMMMNWSPAVGMVVAHVLRLPQTLFDIIAGAHWGILAGLAYYSMQGNWAKVAIIMVMFSGVDA, which amino acid positions are active epitope sites? The epitope positions are: [153, 154, 155, 156, 157, 158, 159, 160, 161, 162, 163, 164, 165, 166, 167, 168]. The amino acids at these positions are: FDIIAGAHWGILAGLA. (7) The epitope positions are: [165, 166, 167, 168, 169, 170]. The amino acids at these positions are: EEKLVF. Given the antigen sequence: MAPSWRFFVCFLLWGGTELCSPQPVWQDEGQRLRPSKPPTVMVECQEAQLVVIVSKDLFGTGKLIRPADLSLGPAKCEPLVSQDTDAVVRFEVGLHECGSSLQVTDDALVYSTFLRHDPRPAGNLSILRTNRAEVPIECHYPRQGNVSSWAILPTWVPFRTTVFSEEKLVFSLRLMEENWSAEKMTPTFQLGDRAHLQAQVHTGSHVPLRLFVDHCVATLTPDWNTSPSHTIVDFHGCLVDGLTEASSAFKAPRPGPETLQFTVDVFHFANDSRNTIYITCHLKVTPADRVPDQLNKACSFSKSSNRWSPVEGPAVICRCCHKGQCGTPSLSRKLSMPKRQSAPRSRRHVTDEADVTVGPLIFLGKTSDHGVEGSTSSPTSVMVGLGLATVVTLTLATIVLGVPRRRRAAAHLVCPVSASQ, which amino acid positions are active epitope sites?